From a dataset of Full USPTO retrosynthesis dataset with 1.9M reactions from patents (1976-2016). Predict the reactants needed to synthesize the given product. (1) Given the product [Cl:16][C:4]1[CH:5]=[C:6]2[C:10](=[C:2]([C:23]3[CH:22]=[CH:21][C:20]([O:19][C:18]([F:17])([F:29])[F:30])=[CH:25][CH:24]=3)[CH:3]=1)[N:9]([CH3:11])[C:8]([C:12]([NH2:14])=[O:13])=[C:7]2[CH3:15], predict the reactants needed to synthesize it. The reactants are: Br[C:2]1[CH:3]=[C:4]([Cl:16])[CH:5]=[C:6]2[C:10]=1[N:9]([CH3:11])[C:8]([C:12]([NH2:14])=[O:13])=[C:7]2[CH3:15].[F:17][C:18]([F:30])([F:29])[O:19][C:20]1[CH:25]=[CH:24][C:23](B(O)O)=[CH:22][CH:21]=1. (2) Given the product [C:4]([O:3][C:1]([NH:8][CH2:9][CH2:10][O:11][C:15](=[O:14])[CH2:16][C:20](=[O:23])[CH2:21][CH3:22])=[O:2])([CH3:5])([CH3:6])[CH3:7], predict the reactants needed to synthesize it. The reactants are: [C:1]([NH:8][CH2:9][CH2:10][OH:11])([O:3][C:4]([CH3:7])([CH3:6])[CH3:5])=[O:2].CC1(C)OC(=O)[CH:16]([C:20](=[O:23])[CH2:21][CH3:22])[C:15](=O)[O:14]1.